From a dataset of Full USPTO retrosynthesis dataset with 1.9M reactions from patents (1976-2016). Predict the reactants needed to synthesize the given product. (1) Given the product [C:3]([C:5]1([C:8]2[CH:45]=[CH:44][CH:43]=[CH:42][C:9]=2[CH2:10][CH2:11][C:12]2[C:17]([C:18]([F:19])([F:20])[F:21])=[CH:16][N:15]=[C:14]([NH:22][C:23]3[CH:24]=[CH:25][C:26]([CH:29]4[CH2:34][CH2:33][N:32]([C:35]([O:37][C:38]([CH3:41])([CH3:39])[CH3:40])=[O:36])[CH2:31][CH2:30]4)=[N:27][CH:28]=3)[N:13]=2)[CH2:6][CH2:7]1)(=[O:2])[NH2:55], predict the reactants needed to synthesize it. The reactants are: C[O:2][C:3]([C:5]1([C:8]2[CH:45]=[CH:44][CH:43]=[CH:42][C:9]=2[CH2:10][CH2:11][C:12]2[C:17]([C:18]([F:21])([F:20])[F:19])=[CH:16][N:15]=[C:14]([NH:22][C:23]3[CH:24]=[CH:25][C:26]([CH:29]4[CH2:34][CH2:33][N:32]([C:35]([O:37][C:38]([CH3:41])([CH3:40])[CH3:39])=[O:36])[CH2:31][CH2:30]4)=[N:27][CH:28]=3)[N:13]=2)[CH2:7][CH2:6]1)=O.O[Li].O.C1C=CC2N(O)N=[N:55]C=2C=1.CCN=C=NCCCN(C)C.Cl.Cl.C(NC(C)C)(C)C.C(=O)([O-])[O-].[NH4+].[NH4+]. (2) Given the product [CH2:1]([O:3][C:4](=[O:34])[C@H:5]([CH3:33])[CH2:6][C@H:7]([NH:21][C:22](=[O:32])[CH2:23][CH2:24][C:25]1[N:26]([CH2:27][CH2:28][C:29]#[N:30])[N:74]=[N:73][N:72]=1)[CH2:8][C:9]1[CH:14]=[CH:13][C:12]([C:15]2[CH:20]=[CH:19][CH:18]=[CH:17][CH:16]=2)=[CH:11][CH:10]=1)[CH3:2], predict the reactants needed to synthesize it. The reactants are: [CH2:1]([O:3][C:4](=[O:34])[C@H:5]([CH3:33])[CH2:6][C@H:7]([NH:21][C:22](=[O:32])[CH2:23][CH2:24][C:25](=O)[NH:26][CH2:27][CH2:28][C:29]#[N:30])[CH2:8][C:9]1[CH:14]=[CH:13][C:12]([C:15]2[CH:20]=[CH:19][CH:18]=[CH:17][CH:16]=2)=[CH:11][CH:10]=1)[CH3:2].C1(P(C2C=CC=CC=2)C2C=CC=CC=2)C=CC=CC=1.N(C(OC(C)C)=O)=NC(OC(C)C)=O.C[Si]([N:72]=[N+:73]=[N-:74])(C)C. (3) Given the product [CH2:1]([N:8]1[CH2:13][CH2:12][C:11]2([C:21]3[C:16](=[CH:17][CH:18]=[CH:19][C:20]=3[CH2:22][NH2:23])[NH:15][CH2:14]2)[CH2:10][CH2:9]1)[C:2]1[CH:7]=[CH:6][CH:5]=[CH:4][CH:3]=1, predict the reactants needed to synthesize it. The reactants are: [CH2:1]([N:8]1[CH2:13][CH2:12][C:11]2([C:21]3[C:20]([C:22]#[N:23])=[CH:19][CH:18]=[CH:17][C:16]=3[NH:15][C:14]2=O)[CH2:10][CH2:9]1)[C:2]1[CH:7]=[CH:6][CH:5]=[CH:4][CH:3]=1.[H-].[H-].[H-].[H-].[Li+].[Al+3]. (4) Given the product [C:24]([C:4]1[C:3]([O:2][CH3:1])=[CH:15][C:14]2[NH:13][C:12]3[CH:11]=[CH:10][C:9]4[C:16](=[O:19])[CH2:17][CH2:18][C:8]=4[C:7]=3[C:6]=2[CH:5]=1)(=[O:25])[CH3:26], predict the reactants needed to synthesize it. The reactants are: [CH3:1][O:2][C:3]1[CH:4]=[CH:5][C:6]2[C:7]3[C:8]4[CH2:18][CH2:17][C:16](=[O:19])[C:9]=4[CH:10]=[CH:11][C:12]=3[NH:13][C:14]=2[CH:15]=1.[Al+3].[Cl-].[Cl-].[Cl-].[C:24](Cl)([CH3:26])=[O:25]. (5) Given the product [O:11]1[CH2:2][CH2:3][C@@H:4]([C:5]([O:7][CH2:8][CH3:9])=[O:6])[NH:10]1, predict the reactants needed to synthesize it. The reactants are: Br[CH2:2][CH2:3][C@H:4]([NH:10][O:11][Si](C(C)(C)C)(C)C)[C:5]([O:7][CH2:8][CH3:9])=[O:6].CCCC[N+](CCCC)(CCCC)CCCC.O.O.O.[F-].